This data is from Catalyst prediction with 721,799 reactions and 888 catalyst types from USPTO. The task is: Predict which catalyst facilitates the given reaction. Reactant: [CH2:1]=[CH:2][CH2:3][NH2:4].[CH2:5]1[O:7][CH:6]1[CH2:8][Cl:9].Cl.[OH-].[Na+]. Product: [CH2:1]=[CH:2][CH2:3][NH2:4].[CH2:5]1[O:7][CH:6]1[CH2:8][Cl:9]. The catalyst class is: 6.